Predict the reactants needed to synthesize the given product. From a dataset of Full USPTO retrosynthesis dataset with 1.9M reactions from patents (1976-2016). (1) Given the product [ClH:1].[Cl:1][CH2:17][CH2:18][N:6]1[CH2:7][CH2:8][C:3]([F:9])([F:2])[CH2:4][CH2:5]1, predict the reactants needed to synthesize it. The reactants are: [ClH:1].[F:2][C:3]1([F:9])[CH2:8][CH2:7][NH:6][CH2:5][CH2:4]1.C(=O)([O-])[O-].[K+].[K+].Br[CH2:17][CH2:18]O. (2) Given the product [Br:8][C:9]1[C:10]([N:22]([C:2]2[CH:7]=[CH:6][CH:5]=[CH:4][CH:3]=2)[C:2]2[CH:7]=[CH:6][CH:5]=[CH:4][CH:3]=2)=[CH:11][C:12]2[CH2:13][C:14]3[C:19]([C:20]=2[CH:21]=1)=[CH:18][CH:17]=[CH:16][CH:15]=3, predict the reactants needed to synthesize it. The reactants are: I[C:2]1[CH:7]=[CH:6][CH:5]=[CH:4][CH:3]=1.[Br:8][C:9]1[C:10]([NH2:22])=[CH:11][C:12]2[CH2:13][C:14]3[C:19]([C:20]=2[CH:21]=1)=[CH:18][CH:17]=[CH:16][CH:15]=3.P([O-])([O-])([O-])=O.[K+].[K+].[K+]. (3) Given the product [OH:8][CH2:9][C:10]1[CH:15]=[C:14]([C:16]([O:18][CH3:1])=[O:17])[CH:13]=[CH:12][C:11]=1[C:19]1[CH:24]=[CH:23][CH:22]=[CH:21][C:20]=1[CH3:25], predict the reactants needed to synthesize it. The reactants are: [CH3:1][Si](C=[N+]=[N-])(C)C.[OH:8][CH2:9][C:10]1[CH:15]=[C:14]([C:16]([OH:18])=[O:17])[CH:13]=[CH:12][C:11]=1[C:19]1[CH:24]=[CH:23][CH:22]=[CH:21][C:20]=1[CH3:25]. (4) Given the product [OH:31][C:17](=[C:12]1[C:13](=[O:14])[O:15][C:8]([CH3:16])([CH3:7])[O:9][C:10]1=[O:11])[CH2:18][CH2:19][CH2:20][CH2:21][CH2:22][CH2:23][CH2:24][CH2:25][CH2:26][CH2:27][CH2:28][CH3:29], predict the reactants needed to synthesize it. The reactants are: N1C=CC=CC=1.[CH3:7][C:8]1([CH3:16])[O:15][C:13](=[O:14])[CH2:12][C:10](=[O:11])[O:9]1.[C:17](Cl)(=[O:31])[CH2:18][CH2:19][CH2:20][CH2:21][CH2:22][CH2:23][CH2:24][CH2:25][CH2:26][CH2:27][CH2:28][CH2:29]C. (5) The reactants are: C[O:2][C:3]([C:5]1[S:6][C:7]([C:20]2[C:21]([NH2:33])=[N:22][CH:23]=[C:24]([C:26]3[CH:31]=[CH:30][CH:29]=[C:28]([Cl:32])[CH:27]=3)[CH:25]=2)=[CH:8][C:9]=1[O:10][CH:11]([C:13]1[CH:18]=[CH:17][CH:16]=[CH:15][C:14]=1[Cl:19])[CH3:12])=O.[NH3:34]. Given the product [NH2:33][C:21]1[C:20]([C:7]2[S:6][C:5]([C:3]([NH2:34])=[O:2])=[C:9]([O:10][CH:11]([C:13]3[CH:18]=[CH:17][CH:16]=[CH:15][C:14]=3[Cl:19])[CH3:12])[CH:8]=2)=[CH:25][C:24]([C:26]2[CH:31]=[CH:30][CH:29]=[C:28]([Cl:32])[CH:27]=2)=[CH:23][N:22]=1, predict the reactants needed to synthesize it. (6) Given the product [C:3]([O:7][C:8](=[O:23])[CH2:9][CH2:10][N:11]([C:12]1[S:13][CH:15]=[C:16]([CH:20]2[CH2:19][CH:18]3[CH2:29][CH:27]2[CH2:22][CH2:21]3)[N:14]=1)[CH2:15][C:16]1[S:17][C:18]([CH2:21][CH3:22])=[CH:19][CH:20]=1)([CH3:5])([CH3:6])[CH3:4], predict the reactants needed to synthesize it. The reactants are: CO.[C:3]([O:7][C:8](=[O:23])[CH2:9][CH2:10][N:11]([CH2:15][C:16]1[S:17][C:18]([CH2:21][CH3:22])=[CH:19][CH:20]=1)[C:12]([NH2:14])=[S:13])([CH3:6])([CH3:5])[CH3:4].CCO[C:27]([CH3:29])=O. (7) The reactants are: [N:1]1([S:7]([C:10]2[CH:11]=[C:12]([C:16]3[N:24]4[C:19]([CH:20]=[N:21][C:22](O)=[N:23]4)=[CH:18][CH:17]=3)[CH:13]=[CH:14][CH:15]=2)(=[O:9])=[O:8])[CH2:6][CH2:5][O:4][CH2:3][CH2:2]1.[NH2:26][C:27]1[CH:28]=[CH:29][C:30]2[N:34]=[C:33]([CH2:35][OH:36])[NH:32][C:31]=2[CH:37]=1.C1(N)C(F)=C(F)C(F)=C(N)C=1F.Cl.Cl. Given the product [N:1]1([S:7]([C:10]2[CH:11]=[C:12]([C:16]3[N:24]4[C:19]([CH:20]=[N:21][C:22]([NH:26][C:27]5[CH:28]=[CH:29][C:30]6[N:34]=[C:33]([CH2:35][OH:36])[NH:32][C:31]=6[CH:37]=5)=[N:23]4)=[CH:18][CH:17]=3)[CH:13]=[CH:14][CH:15]=2)(=[O:8])=[O:9])[CH2:2][CH2:3][O:4][CH2:5][CH2:6]1, predict the reactants needed to synthesize it. (8) Given the product [Cl:5][C:6]1[CH:31]=[C:30]([Cl:32])[CH:29]=[CH:28][C:7]=1[CH2:8][N:9]1[C:13]2[CH:14]=[C:15]([C:19]3[CH:20]=[C:21]([OH:25])[CH:22]=[CH:23][CH:24]=3)[CH:16]=[C:17]([CH3:18])[C:12]=2[N:11]=[C:10]1[CH3:27], predict the reactants needed to synthesize it. The reactants are: B(Br)(Br)Br.[Cl:5][C:6]1[CH:31]=[C:30]([Cl:32])[CH:29]=[CH:28][C:7]=1[CH2:8][N:9]1[C:13]2[CH:14]=[C:15]([C:19]3[CH:24]=[CH:23][CH:22]=[C:21]([O:25]C)[CH:20]=3)[CH:16]=[C:17]([CH3:18])[C:12]=2[N:11]=[C:10]1[CH3:27]. (9) Given the product [C:39]([O:38][CH2:37][C@H:13]([NH:12][C:29](=[O:30])[CH2:28][N:16]([CH3:14])[NH:5][C:4]([NH:3][CH2:1][CH3:2])=[O:11])[C:14]([N:16]([C@@H:28]([CH3:36])[CH:29]([O:33][CH2:34][CH3:35])[O:30][CH2:31][CH3:32])[CH2:17][C:18]1[C:27]2[C:22](=[CH:23][CH:24]=[CH:25][CH:26]=2)[CH:21]=[CH:20][CH:19]=1)=[O:15])([CH3:42])([CH3:41])[CH3:40], predict the reactants needed to synthesize it. The reactants are: [CH2:1]([NH:3][C:4](=[O:11])[NH:5]OCC(O)=O)[CH3:2].[NH2:12][C@@H:13]([CH2:37][O:38][C:39]([CH3:42])([CH3:41])[CH3:40])[C:14]([N:16]([C@@H:28]([CH3:36])[CH:29]([O:33][CH2:34][CH3:35])[O:30][CH2:31][CH3:32])[CH2:17][C:18]1[C:27]2[C:22](=[CH:23][CH:24]=[CH:25][CH:26]=2)[CH:21]=[CH:20][CH:19]=1)=[O:15]. (10) Given the product [Cl:1][C:2]1[CH:3]=[C:4]([CH2:5][S:6][C:7]2[N:12]=[C:11]([OH:13])[C:10]([S:33][C:29]3[S:28][CH:32]=[N:31][N:30]=3)=[C:9]([NH:14][C@H:15]([CH3:18])[CH2:16][OH:17])[N:8]=2)[CH:19]=[CH:20][CH:21]=1, predict the reactants needed to synthesize it. The reactants are: [Cl:1][C:2]1[CH:3]=[C:4]([CH:19]=[CH:20][CH:21]=1)[CH2:5][S:6][C:7]1[N:12]=[C:11]([OH:13])[CH:10]=[C:9]([NH:14][C@H:15]([CH3:18])[CH2:16][OH:17])[N:8]=1.N1C=CC=CC=1.[S:28]1[CH:32]=[N:31][N:30]=[C:29]1[SH:33].BrBr.